From a dataset of Catalyst prediction with 721,799 reactions and 888 catalyst types from USPTO. Predict which catalyst facilitates the given reaction. (1) Reactant: Cl[C:2]1[N:3]=[C:4]([C:15]2[C:23]3[C:18](=[N:19][C:20]([CH3:24])=[CH:21][CH:22]=3)[N:17]([CH2:25][O:26][CH2:27][CH2:28][Si:29]([CH3:32])([CH3:31])[CH3:30])[N:16]=2)[N:5]=[N:6][C:7]=1[C:8]([CH3:14])([CH3:13])[C:9](OC)=[O:10].[NH3:33]. Product: [CH3:14][C:8]1([CH3:13])[C:7]2[N:6]=[N:5][C:4]([C:15]3[C:23]4[C:18](=[N:19][C:20]([CH3:24])=[CH:21][CH:22]=4)[N:17]([CH2:25][O:26][CH2:27][CH2:28][Si:29]([CH3:32])([CH3:31])[CH3:30])[N:16]=3)=[N:3][C:2]=2[NH:33][C:9]1=[O:10]. The catalyst class is: 10. (2) Reactant: C1C(=O)N([O:8][C:9]([CH2:11][CH2:12][CH2:13][CH2:14][C@@H:15]2[S:19][CH2:18][C@@H:17]3[NH:20][C:21]([NH:23][C@H:16]23)=[O:22])=[O:10])C(=O)C1.C(N(CC)CC)C.[N:31](CCOCCOCCOCCN)=[N+:32]=[N-:33]. Product: [N-:31]=[N+:32]=[N-:33].[OH:10][C:9]([CH2:11][CH2:12][CH2:13][CH2:14][C@H:15]1[C@@H:16]2[C@@H:17]([NH:20][C:21]([NH:23]2)=[O:22])[CH2:18][S:19]1)=[O:8]. The catalyst class is: 5. (3) Reactant: [OH-].[Na+].C([O:5][C:6]([C:8]1[CH:9]=[N:10][N:11]([C:14]2[CH:19]=[CH:18][C:17]([CH2:20][O:21][CH2:22][CH3:23])=[CH:16][N:15]=2)[C:12]=1[CH3:13])=[O:7])C. Product: [CH2:22]([O:21][CH2:20][C:17]1[CH:18]=[CH:19][C:14]([N:11]2[C:12]([CH3:13])=[C:8]([C:6]([OH:7])=[O:5])[CH:9]=[N:10]2)=[N:15][CH:16]=1)[CH3:23]. The catalyst class is: 8. (4) Reactant: [CH3:1][O:2][C:3]1[CH:4]=[C:5]([CH:8]=[CH:9][C:10]=1[O:11][CH3:12])[CH:6]=O.[N+:13]([CH2:16][CH2:17][CH3:18])([O-:15])=[O:14]. Product: [CH3:12][O:11][C:10]1[CH:9]=[CH:8][C:5](/[CH:6]=[C:16](/[N+:13]([O-:15])=[O:14])\[CH2:17][CH3:18])=[CH:4][C:3]=1[O:2][CH3:1]. The catalyst class is: 463. (5) Reactant: [Cl:1][C:2]1[CH:3]=[C:4]([CH:9]([NH:12][C:13]([C:15]2[NH:16][CH:17]=[C:18]([C:20]3[C:24]([C:25]4[CH:30]=[CH:29][C:28]([CH2:31][NH2:32])=[C:27]([Cl:33])[CH:26]=4)=[CH:23][NH:22][N:21]=3)[CH:19]=2)=[O:14])[CH2:10][OH:11])[CH:5]=[CH:6][C:7]=1[F:8].Br[CH2:35][CH2:36][O:37][CH2:38][CH2:39]Br. Product: [Cl:1][C:2]1[CH:3]=[C:4]([CH:9]([NH:12][C:13]([C:15]2[NH:16][CH:17]=[C:18]([C:20]3[C:24]([C:25]4[CH:30]=[CH:29][C:28]([CH2:31][N:32]5[CH2:39][CH2:38][O:37][CH2:36][CH2:35]5)=[C:27]([Cl:33])[CH:26]=4)=[CH:23][NH:22][N:21]=3)[CH:19]=2)=[O:14])[CH2:10][OH:11])[CH:5]=[CH:6][C:7]=1[F:8]. The catalyst class is: 3. (6) Reactant: [Br:1][C:2]1[CH:3]=[C:4]([CH3:24])[C:5]([C:21]#[C:22]Br)=[C:6]2[C:10]=1[N:9](S(C1C=CC(C)=CC=1)(=O)=O)[CH:8]=[CH:7]2.[NH2:25][C:26]1[CH:27]=[C:28]([CH:31]=[CH:32][C:33]=1[NH2:34])[C:29]#[N:30].C1N2CCN(CC2)C1.[OH-].[K+].C(N)CC(C)C. Product: [Br:1][C:2]1[CH:3]=[C:4]([CH3:24])[C:5]([CH2:21][C:22]2[NH:34][C:33]3[CH:32]=[CH:31][C:28]([C:29]#[N:30])=[CH:27][C:26]=3[N:25]=2)=[C:6]2[C:10]=1[NH:9][CH:8]=[CH:7]2. The catalyst class is: 37.